Task: Predict the reactants needed to synthesize the given product.. Dataset: Full USPTO retrosynthesis dataset with 1.9M reactions from patents (1976-2016) (1) Given the product [Cl:3][C:21]1[C:20]2[C:25](=[C:16]([C:8]3[CH:7]=[N:6][C:15]4[C:10]([CH:9]=3)=[CH:11][CH:12]=[CH:13][CH:14]=4)[CH:17]=[CH:18][CH:19]=2)[N:24]=[C:23]([C:26]([F:29])([F:28])[F:27])[N:22]=1, predict the reactants needed to synthesize it. The reactants are: P(Cl)(Cl)([Cl:3])=O.[N:6]1[C:15]2[C:10](=[CH:11][CH:12]=[CH:13][CH:14]=2)[CH:9]=[C:8]([C:16]2[CH:17]=[CH:18][CH:19]=[C:20]3[C:25]=2[NH:24][C:23]([C:26]([F:29])([F:28])[F:27])=[N:22][C:21]3=O)[CH:7]=1. (2) Given the product [CH3:1][C:2]1[N:3]=[C:4]2[C:9]([C:10]([OH:13])([CH2:29][CH3:30])[CH2:11][CH3:12])=[CH:8][C:7]([CH3:14])=[N:6][N:5]2[C:15]=1[C:16]1[S:17][C:18]([C:22]2[CH:27]=[CH:26][CH:25]=[C:24]([CH3:28])[N:23]=2)=[CH:19][C:20]=1[CH3:21], predict the reactants needed to synthesize it. The reactants are: [CH3:1][C:2]1[N:3]=[C:4]2[C:9]([C:10](=[O:13])[CH2:11][CH3:12])=[CH:8][C:7]([CH3:14])=[N:6][N:5]2[C:15]=1[C:16]1[S:17][C:18]([C:22]2[CH:27]=[CH:26][CH:25]=[C:24]([CH3:28])[N:23]=2)=[CH:19][C:20]=1[CH3:21].[CH3:29][CH2:30]OCC.C([Mg]Br)C. (3) The reactants are: [CH3:1][NH:2][C@@H:3]([CH2:6][C:7]1[CH:12]=[CH:11][CH:10]=[CH:9][CH:8]=1)[CH2:4][OH:5].C(=O)([O-])[O-].[K+].[K+].Br[CH2:20][C:21]#[CH:22].O. Given the product [CH3:1][N:2]([CH2:22][C:21]#[CH:20])[C@@H:3]([CH2:6][C:7]1[CH:12]=[CH:11][CH:10]=[CH:9][CH:8]=1)[CH2:4][OH:5], predict the reactants needed to synthesize it. (4) The reactants are: C([O-])([O-])=O.[Cs+].[Cs+].Cl.Cl[CH2:9][CH2:10][N:11]1[CH2:15][CH2:14][CH2:13][CH2:12]1.[Cl:16][C:17]1[CH:22]=[C:21]([N+:23]([O-:25])=[O:24])[CH:20]=[CH:19][C:18]=1[OH:26]. Given the product [Cl:16][C:17]1[CH:22]=[C:21]([N+:23]([O-:25])=[O:24])[CH:20]=[CH:19][C:18]=1[O:26][CH2:9][CH2:10][N:11]1[CH2:15][CH2:14][CH2:13][CH2:12]1, predict the reactants needed to synthesize it. (5) Given the product [C:1]([C:5]1[CH:10]=[CH:9][C:8]([O:11][CH:12]2[CH2:16][CH2:15][O:14][CH2:13]2)=[C:7]([CH:6]=1)[NH2:17])([CH3:4])([CH3:2])[CH3:3], predict the reactants needed to synthesize it. The reactants are: [C:1]([C:5]1[CH:10]=[CH:9][C:8]([O:11][CH:12]2[CH2:16][CH2:15][O:14][CH2:13]2)=[C:7]([N+:17]([O-])=O)[CH:6]=1)([CH3:4])([CH3:3])[CH3:2].